This data is from Catalyst prediction with 721,799 reactions and 888 catalyst types from USPTO. The task is: Predict which catalyst facilitates the given reaction. (1) Reactant: [CH2:1]([N:8]1[CH2:13][CH2:12][N:11]([C:14]2[CH:22]=[CH:21][CH:20]=[C:19]3[C:15]=2[CH:16]=[N:17][NH:18]3)[CH2:10][CH2:9]1)[C:2]1[CH:7]=[CH:6][CH:5]=[CH:4][CH:3]=1.[H-].[Na+].[C:25]1([S:31]([Cl:34])(=[O:33])=[O:32])[CH:30]=[CH:29][CH:28]=[CH:27][CH:26]=1.C([O-])(O)=O.[Na+]. Product: [ClH:34].[CH2:1]([N:8]1[CH2:13][CH2:12][N:11]([C:14]2[CH:22]=[CH:21][CH:20]=[C:19]3[C:15]=2[CH:16]=[N:17][N:18]3[S:31]([C:25]2[CH:30]=[CH:29][CH:28]=[CH:27][CH:26]=2)(=[O:33])=[O:32])[CH2:10][CH2:9]1)[C:2]1[CH:3]=[CH:4][CH:5]=[CH:6][CH:7]=1. The catalyst class is: 35. (2) Reactant: [C:1]1([N:7]=[C:8]=[O:9])[CH:6]=[CH:5][CH:4]=[CH:3][CH:2]=1.[N:10]1[CH:18]=[C:17]2[C:13]([NH:14][C:15](=[O:19])[NH:16]2)=[N:12][CH:11]=1. Product: [C:1]1([NH:7][C:8]([N:14]2[C:15](=[O:19])[NH:16][C:17]3[C:13]2=[N:12][CH:11]=[N:10][CH:18]=3)=[O:9])[CH:6]=[CH:5][CH:4]=[CH:3][CH:2]=1. The catalyst class is: 3. (3) Reactant: C([O:5][C:6]([C:8]1[N:9]=[C:10]([C:13]2[CH:18]=[CH:17][C:16]([C:19]#[N:20])=[CH:15][CH:14]=2)[S:11][CH:12]=1)=[O:7])(C)(C)C.FC(F)(F)C(O)=O. Product: [C:19]([C:16]1[CH:15]=[CH:14][C:13]([C:10]2[S:11][CH:12]=[C:8]([C:6]([OH:7])=[O:5])[N:9]=2)=[CH:18][CH:17]=1)#[N:20]. The catalyst class is: 4. (4) Reactant: [CH3:1][N:2]1[C:7](=[O:8])[C:6]2=[C:9]([S:12][C:13]3[CH:18]=[CH:17][CH:16]=[CH:15][CH:14]=3)[NH:10][N:11]=[C:5]2[N:4]([CH2:19][C:20]([CH3:23])([CH3:22])[CH3:21])[C:3]1=[O:24].Br[CH2:26][C:27]1[CH:32]=[CH:31][C:30]([N:33]2[CH:37]=[N:36][CH:35]=[N:34]2)=[CH:29][CH:28]=1.C([O-])([O-])=O.[K+].[K+]. Product: [N:33]1([C:30]2[CH:31]=[CH:32][C:27]([CH2:26][N:10]3[C:9]([S:12][C:13]4[CH:18]=[CH:17][CH:16]=[CH:15][CH:14]=4)=[C:6]4[C:5]([N:4]([CH2:19][C:20]([CH3:21])([CH3:23])[CH3:22])[C:3](=[O:24])[N:2]([CH3:1])[C:7]4=[O:8])=[N:11]3)=[CH:28][CH:29]=2)[CH:37]=[N:36][CH:35]=[N:34]1. The catalyst class is: 3. (5) Reactant: [F:1][C:2]([F:29])([F:28])[C:3]1[CH:4]=[C:5]([CH:21]=[C:22]([C:24]([F:27])([F:26])[F:25])[CH:23]=1)[CH2:6][N:7]1[C:11]([C:12]2[CH:17]=[CH:16][N:15]=[CH:14][CH:13]=2)=[C:10]([C:18]([OH:20])=O)[N:9]=[N:8]1.C1C=CC2N(O)N=NC=2C=1.[Cl:40][C:41]1[CH:46]=[CH:45][CH:44]=[CH:43][C:42]=1[CH:47]1[CH2:52][CH2:51][CH2:50][NH:49][CH2:48]1.CCN=C=NCCCN(C)C. Product: [F:26][C:24]([F:25])([F:27])[C:22]1[CH:21]=[C:5]([CH:4]=[C:3]([C:2]([F:29])([F:1])[F:28])[CH:23]=1)[CH2:6][N:7]1[C:11]([C:12]2[CH:13]=[CH:14][N:15]=[CH:16][CH:17]=2)=[C:10]([C:18]([N:49]2[CH2:50][CH2:51][CH2:52][CH:47]([C:42]3[CH:43]=[CH:44][CH:45]=[CH:46][C:41]=3[Cl:40])[CH2:48]2)=[O:20])[N:9]=[N:8]1. The catalyst class is: 2. (6) Reactant: [OH:1][C:2]1[CH:7]=[CH:6][C:5]([CH2:8][C:9]([OH:11])=O)=[CH:4][CH:3]=1.O[N:13]1[C:17]2[CH:18]=[CH:19]C=[CH:21][C:16]=2N=N1.Cl.[CH3:23][N:24]([CH3:33])[CH2:25][CH2:26][CH2:27][N:28]=[C:29]=NCC.NC1C=CC(N2CCC(N(C)[C:47](=[O:49])[CH3:48])C2)=CC=1. Product: [C:47]([CH2:29][NH:28][CH:27]1[CH2:26][CH2:25][N:24]([C:23]2[CH:21]=[CH:16][C:17]([NH:13][C:9](=[O:11])[CH2:8][C:5]3[CH:4]=[CH:3][C:2]([OH:1])=[CH:7][CH:6]=3)=[CH:18][CH:19]=2)[CH2:33]1)(=[O:49])[CH3:48]. The catalyst class is: 18.